This data is from Full USPTO retrosynthesis dataset with 1.9M reactions from patents (1976-2016). The task is: Predict the reactants needed to synthesize the given product. Given the product [Cl:12][C:8]1[CH:7]=[CH:6][CH:5]=[C:4]2[C:9]=1[CH:10]=[CH:11][C:2]([C:21]1[CH:33]=[C:32]([CH3:34])[C:31]3[C:30]4[C:25](=[CH:26][CH:27]=[CH:28][CH:29]=4)[C:24]([CH3:36])([CH3:35])[C:23]=3[CH:22]=1)=[N:3]2, predict the reactants needed to synthesize it. The reactants are: Cl[C:2]1[CH:11]=[CH:10][C:9]2[C:4](=[CH:5][CH:6]=[CH:7][C:8]=2[Cl:12])[N:3]=1.CC1(C)C(C)(C)OB([C:21]2[CH:33]=[C:32]([CH3:34])[C:31]3[C:30]4[C:25](=[CH:26][CH:27]=[CH:28][CH:29]=4)[C:24]([CH3:36])([CH3:35])[C:23]=3[CH:22]=2)O1.C(=O)([O-])[O-].[K+].[K+].